This data is from Catalyst prediction with 721,799 reactions and 888 catalyst types from USPTO. The task is: Predict which catalyst facilitates the given reaction. (1) Product: [CH3:6][C:4](=[P:7]([N:14]([CH3:16])[CH3:15])([N:11]([CH3:13])[CH3:12])[N:8]([CH3:10])[CH3:9])[CH3:5]. The catalyst class is: 1. Reactant: [H-].[K+].[I-].[CH:4]([P+:7]([N:14]([CH3:16])[CH3:15])([N:11]([CH3:13])[CH3:12])[N:8]([CH3:10])[CH3:9])([CH3:6])[CH3:5]. (2) Reactant: [C:1]([OH:9])(=O)[C:2]1[CH:7]=[CH:6][CH:5]=[CH:4][CH:3]=1.C(N1C=CN=C1)(N1C=CN=C1)=O.[CH3:22][O:23][C:24](=[O:31])[CH2:25][CH2:26][C:27](=[NH:30])[NH:28]O. Product: [CH3:22][O:23][C:24](=[O:31])[CH2:25][CH2:26][C:27]1[N:30]=[C:1]([C:2]2[CH:3]=[CH:4][CH:5]=[CH:6][CH:7]=2)[O:9][N:28]=1. The catalyst class is: 42.